This data is from Forward reaction prediction with 1.9M reactions from USPTO patents (1976-2016). The task is: Predict the product of the given reaction. (1) Given the reactants [S:1]1[C:5]2[CH:6]=[CH:7][CH:8]=[CH:9][C:4]=2[N:3]=[C:2]1[N:10]1[C:14](=[O:15])[C:13](=[CH:16]N(C)C)[C:12]([CH3:20])=[N:11]1.[OH-:21].[Na+], predict the reaction product. The product is: [S:1]1[C:5]2[CH:6]=[CH:7][CH:8]=[CH:9][C:4]=2[N:3]=[C:2]1[N:10]1[C:14](=[O:15])[C:13]([CH:16]=[O:21])=[C:12]([CH3:20])[NH:11]1. (2) Given the reactants [F:1][C:2]1([F:40])[CH2:7][CH2:6][CH:5]([NH:8][C:9]([C:11]2[N:12]=[C:13]([C:32]3[CH:37]=[CH:36][C:35]([Cl:38])=[CH:34][C:33]=3[Cl:39])[N:14]([C:18]3[CH:23]=[CH:22][C:21]([O:24][Si:25]([C:28]([CH3:31])([CH3:30])[CH3:29])([CH3:27])[CH3:26])=[CH:20][CH:19]=3)[C:15]=2[CH2:16]Br)=[O:10])[CH2:4][CH2:3]1.[OH2:41], predict the reaction product. The product is: [F:1][C:2]1([F:40])[CH2:3][CH2:4][CH:5]([NH:8][C:9]([C:11]2[N:12]=[C:13]([C:32]3[CH:37]=[CH:36][C:35]([Cl:38])=[CH:34][C:33]=3[Cl:39])[N:14]([C:18]3[CH:23]=[CH:22][C:21]([OH:24])=[CH:20][CH:19]=3)[C:15]=2[CH2:16][OH:41])=[O:10])[CH2:6][CH2:7]1.[F:1][C:2]1([F:40])[CH2:7][CH2:6][CH:5]([NH:8][C:9]([C:11]2[N:12]=[C:13]([C:32]3[CH:37]=[CH:36][C:35]([Cl:38])=[CH:34][C:33]=3[Cl:39])[N:14]([C:18]3[CH:23]=[CH:22][C:21]([O:24][Si:25]([C:28]([CH3:31])([CH3:30])[CH3:29])([CH3:27])[CH3:26])=[CH:20][CH:19]=3)[C:15]=2[CH2:16][OH:41])=[O:10])[CH2:4][CH2:3]1. (3) Given the reactants [F:1][C:2]1[CH:3]=[C:4]([CH:8]=[CH:9][C:10]=1[O:11][CH:12]1[CH2:16][CH2:15][N:14]([CH:17]2[CH2:22][CH2:21][N:20]([C:23]3[S:27][N:26]=[C:25]([CH:28]([CH3:30])[CH3:29])[N:24]=3)[CH2:19][CH2:18]2)[C:13]1=[O:31])[C:5](O)=[O:6].CN(C(ON1N=NC2C=CC=NC1=2)=[N+](C)C)C.F[P-](F)(F)(F)(F)F.[NH2:56][CH2:57][CH2:58][OH:59], predict the reaction product. The product is: [F:1][C:2]1[CH:3]=[C:4]([CH:8]=[CH:9][C:10]=1[O:11][CH:12]1[CH2:16][CH2:15][N:14]([CH:17]2[CH2:18][CH2:19][N:20]([C:23]3[S:27][N:26]=[C:25]([CH:28]([CH3:29])[CH3:30])[N:24]=3)[CH2:21][CH2:22]2)[C:13]1=[O:31])[C:5]([NH:56][CH2:57][CH2:58][OH:59])=[O:6]. (4) The product is: [Cl:29][C:30]1[CH:45]=[C:34]2[C:33](=[CH:32][CH:31]=1)[NH:46][C:47](=[O:48])[N:28]([S:25]([C:14]1[CH:13]=[C:12]([NH2:11])[C:17](=[CH:16][CH:15]=1)[C:18]([OH:20])=[O:19])(=[O:26])=[O:27])[C:35]2=[O:36]. Given the reactants C(OC([NH:11][C:12]1[CH:13]=[C:14]([S:25]([NH2:28])(=[O:27])=[O:26])[CH:15]=[CH:16][C:17]=1[C:18]([O:20]C(C)(C)C)=[O:19])=O)C1C=CC=CC=1.[Cl:29][C:30]1[CH:45]=[C:34]([C:35](OCC2C=CC=CC=2)=[O:36])[C:33]([NH:46][C:47](OC2C=CC=CC=2)=[O:48])=[CH:32][CH:31]=1, predict the reaction product.